This data is from Catalyst prediction with 721,799 reactions and 888 catalyst types from USPTO. The task is: Predict which catalyst facilitates the given reaction. (1) Reactant: [Cl:1][C:2]1[C:7]([S:8](Cl)(=[O:10])=[O:9])=[CH:6][CH:5]=[CH:4][N:3]=1.[NH2:12][C:13]1[N:18]=[C:17]([O:19][CH3:20])[C:16]([CH2:21][NH:22][C:23](=[O:29])[O:24][C:25]([CH3:28])([CH3:27])[CH3:26])=[CH:15][CH:14]=1.N1C=CC=CC=1. Product: [Cl:1][C:2]1[C:7]([S:8]([NH:12][C:13]2[N:18]=[C:17]([O:19][CH3:20])[C:16]([CH2:21][NH:22][C:23](=[O:29])[O:24][C:25]([CH3:27])([CH3:26])[CH3:28])=[CH:15][CH:14]=2)(=[O:10])=[O:9])=[CH:6][CH:5]=[CH:4][N:3]=1. The catalyst class is: 2. (2) Reactant: [F:1][C:2]1[CH:3]=[C:4]([CH:7]=[CH:8][C:9]=1[CH3:10])[CH2:5][NH2:6].C(N(C(C)C)C(C)C)C.[Br:20][CH:21]([CH2:25][CH2:26][Br:27])[C:22](Cl)=[O:23]. Product: [Br:20][CH:21]([CH2:25][CH2:26][Br:27])[C:22]([NH:6][CH2:5][C:4]1[CH:7]=[CH:8][C:9]([CH3:10])=[C:2]([F:1])[CH:3]=1)=[O:23]. The catalyst class is: 4. (3) Reactant: C1CCN(C(N=NC(N2CCCCC2)=O)=O)CC1.[CH3:19][O:20][C:21]1[CH:25]=[C:24]([C:26]2[CH:27]=[C:28]([OH:43])[CH:29]=[C:30]([O:32][C:33]3[CH:38]=[CH:37][C:36]([S:39]([CH3:42])(=[O:41])=[O:40])=[CH:35][CH:34]=3)[CH:31]=2)[NH:23][N:22]=1.[CH3:44][O:45][CH2:46][C@H:47](O)[CH3:48].C(P(CCCC)CCCC)CCC. Product: [CH3:19][O:20][C:21]1[CH:25]=[C:24]([C:26]2[CH:31]=[C:30]([O:32][C:33]3[CH:34]=[CH:35][C:36]([S:39]([CH3:42])(=[O:41])=[O:40])=[CH:37][CH:38]=3)[CH:29]=[C:28]([O:43][C@@H:47]([CH3:48])[CH2:46][O:45][CH3:44])[CH:27]=2)[NH:23][N:22]=1. The catalyst class is: 12. (4) Reactant: O=[C:2]1[CH2:7][CH2:6][CH:5]([C:8]([O:10][CH2:11][CH3:12])=[O:9])[CH2:4][CH2:3]1.[CH:13]1([NH2:16])[CH2:15][CH2:14]1.C(O[BH-](OC(=O)C)OC(=O)C)(=O)C.[Na+]. Product: [CH:13]1([NH:16][CH:2]2[CH2:7][CH2:6][CH:5]([C:8]([O:10][CH2:11][CH3:12])=[O:9])[CH2:4][CH2:3]2)[CH2:15][CH2:14]1. The catalyst class is: 4. (5) Reactant: [F:1][C:2]1[CH:7]=[C:6]([O:8][C:9]2[CH:10]=[N:11][C:12]([N+:15]([O-])=O)=[CH:13][CH:14]=2)[CH:5]=[CH:4][C:3]=1[NH:18][C:19](=[O:28])[O:20][CH2:21][C:22]1[CH:27]=[CH:26][CH:25]=[CH:24][CH:23]=1.O.[Cl-].[Ca+2].[Cl-]. Product: [NH2:15][C:12]1[N:11]=[CH:10][C:9]([O:8][C:6]2[CH:5]=[CH:4][C:3]([NH:18][C:19](=[O:28])[O:20][CH2:21][C:22]3[CH:27]=[CH:26][CH:25]=[CH:24][CH:23]=3)=[C:2]([F:1])[CH:7]=2)=[CH:14][CH:13]=1. The catalyst class is: 8. (6) Reactant: [NH2:1][CH2:2][CH2:3][O:4][C@@H:5]([C:19]1[CH:24]=[CH:23][CH:22]=[C:21]([Cl:25])[CH:20]=1)[C@@H:6]1[CH2:11][CH2:10][CH2:9][N:8]([C:12]([O:14][C:15]([CH3:18])([CH3:17])[CH3:16])=[O:13])[CH2:7]1.CCN(CC)CC.Cl[C:34]([O:36][CH3:37])=[O:35].O. Product: [Cl:25][C:21]1[CH:20]=[C:19]([C@H:5]([O:4][CH2:3][CH2:2][NH:1][C:34]([O:36][CH3:37])=[O:35])[C@@H:6]2[CH2:11][CH2:10][CH2:9][N:8]([C:12]([O:14][C:15]([CH3:18])([CH3:16])[CH3:17])=[O:13])[CH2:7]2)[CH:24]=[CH:23][CH:22]=1. The catalyst class is: 79.